This data is from Full USPTO retrosynthesis dataset with 1.9M reactions from patents (1976-2016). The task is: Predict the reactants needed to synthesize the given product. (1) Given the product [CH2:1]([O:3][C:4]([C:6]1[CH2:11][C@H:10]([N:12]=[N+:13]=[N-:14])[C@@H:9]([NH:15][C:23](=[O:24])[CH3:22])[C@H:8]([O:16][CH:17]([CH2:18][CH3:19])[CH2:20][CH3:21])[CH:7]=1)=[O:5])[CH3:2], predict the reactants needed to synthesize it. The reactants are: [CH2:1]([O:3][C:4]([C:6]1[CH2:11][C@H:10]([N:12]=[N+:13]=[N-:14])[C@@H:9]([NH2:15])[C@H:8]([O:16][CH:17]([CH2:20][CH3:21])[CH2:18][CH3:19])[CH:7]=1)=[O:5])[CH3:2].[CH3:22][CH2:23][O:24]C(C)=O.C([O-])(O)=O.[Na+].C(OC(=O)C)(=O)C. (2) Given the product [CH3:1][O:2][C:3]([C:5]1[NH:6][C:7]2[C:12]([C:13]=1[Cl:18])=[C:11]([F:14])[CH:10]=[CH:9][CH:8]=2)=[O:4], predict the reactants needed to synthesize it. The reactants are: [CH3:1][O:2][C:3]([C:5]1[NH:6][C:7]2[C:12]([CH:13]=1)=[C:11]([F:14])[CH:10]=[CH:9][CH:8]=2)=[O:4].C(#N)C.[Cl:18]N1C(=O)CCC1=O. (3) Given the product [CH3:1][S:2]([O:19][CH:16]1[CH2:15][CH2:14][CH:13]([C:10]2[CH:11]=[CH:12][C:7]([Cl:6])=[CH:8][CH:9]=2)[O:18][CH2:17]1)(=[O:4])=[O:3], predict the reactants needed to synthesize it. The reactants are: [CH3:1][S:2](Cl)(=[O:4])=[O:3].[Cl:6][C:7]1[CH:12]=[CH:11][C:10]([CH:13]2[O:18][CH2:17][CH:16]([OH:19])[CH2:15][CH2:14]2)=[CH:9][CH:8]=1. (4) The reactants are: C1(C2C=CC(C[NH:9][CH2:10][CH2:11][C:12]3[CH:17]=[CH:16][C:15](F)=[C:14]([C:19]([F:22])([F:21])[F:20])[CH:13]=3)=CC=2)CC1.[CH3:25][C:26]([C:30]1[CH:37]=[CH:36][C:33]([CH:34]=O)=[CH:32][CH:31]=1)([CH3:29])[CH2:27][CH3:28].FC(F)(F)C1C=C(CCN)C=CC=1.[BH4-].[Na+]. Given the product [CH3:25][C:26]([C:30]1[CH:37]=[CH:36][C:33]([CH2:34][NH:9][CH2:10][CH2:11][C:12]2[CH:17]=[CH:16][CH:15]=[C:14]([C:19]([F:20])([F:21])[F:22])[CH:13]=2)=[CH:32][CH:31]=1)([CH3:29])[CH2:27][CH3:28], predict the reactants needed to synthesize it. (5) Given the product [Cl:6][CH2:7][CH2:8][CH2:9][CH2:10][C:11]([C:13]1[CH:23]=[CH:22][C:16]2[CH2:17][CH2:18][N:19]([C:4]([NH:3][CH2:1][CH3:2])=[O:5])[CH2:20][CH2:21][C:15]=2[CH:14]=1)=[O:12], predict the reactants needed to synthesize it. The reactants are: [CH2:1]([N:3]=[C:4]=[O:5])[CH3:2].[Cl:6][CH2:7][CH2:8][CH2:9][CH2:10][C:11]([C:13]1[CH:23]=[CH:22][C:16]2[CH2:17][CH2:18][NH:19][CH2:20][CH2:21][C:15]=2[CH:14]=1)=[O:12].O. (6) Given the product [Cl:5][C:6]1[C:7]([F:16])=[CH:8][C:9]([N+:13]([O-:15])=[O:14])=[C:10]([S:2]([Cl:4])(=[O:1])=[O:18])[CH:12]=1, predict the reactants needed to synthesize it. The reactants are: [O:1]=[S:2]([Cl:4])Cl.[Cl:5][C:6]1[C:7]([F:16])=[CH:8][C:9]([N+:13]([O-:15])=[O:14])=[C:10]([CH:12]=1)N.N([O-])=[O:18].[Na+].Cl. (7) Given the product [F:38][C:35]1[CH:36]=[CH:37][C:32]([CH2:31][C:16]2([C:19]([O:21][CH3:22])=[O:20])[CH2:15][CH2:14][N:13]([C:23]([O:25][C:26]([CH3:29])([CH3:28])[CH3:27])=[O:24])[CH2:18][CH2:17]2)=[CH:33][CH:34]=1, predict the reactants needed to synthesize it. The reactants are: C(NC(C)C)(C)C.C([Li])CCC.[N:13]1([C:23]([O:25][C:26]([CH3:29])([CH3:28])[CH3:27])=[O:24])[CH2:18][CH2:17][CH:16]([C:19]([O:21][CH3:22])=[O:20])[CH2:15][CH2:14]1.Br[CH2:31][C:32]1[CH:37]=[CH:36][C:35]([F:38])=[CH:34][CH:33]=1.